This data is from Peptide-MHC class II binding affinity with 134,281 pairs from IEDB. The task is: Regression. Given a peptide amino acid sequence and an MHC pseudo amino acid sequence, predict their binding affinity value. This is MHC class II binding data. (1) The peptide sequence is FNEPTAAAIAYGLDR. The MHC is HLA-DQA10102-DQB10602 with pseudo-sequence HLA-DQA10102-DQB10602. The binding affinity (normalized) is 0.958. (2) The peptide sequence is NRRLRTAVLAPTRVVAA. The MHC is DRB1_0405 with pseudo-sequence DRB1_0405. The binding affinity (normalized) is 0. (3) The peptide sequence is SCWRGDSNWAQNRMK. The MHC is HLA-DPA10201-DPB10101 with pseudo-sequence HLA-DPA10201-DPB10101. The binding affinity (normalized) is 0.139. (4) The peptide sequence is WQKGEEVQVIAVEPG. The MHC is DRB3_0101 with pseudo-sequence DRB3_0101. The binding affinity (normalized) is 0.220. (5) The peptide sequence is EWATPFPHRKGVLFN. The MHC is DRB1_1501 with pseudo-sequence DRB1_1501. The binding affinity (normalized) is 0.350.